Dataset: Full USPTO retrosynthesis dataset with 1.9M reactions from patents (1976-2016). Task: Predict the reactants needed to synthesize the given product. (1) The reactants are: OS(O)(=O)=O.[O:6]1[CH2:18][CH2:17][CH2:16][CH2:15][CH2:14][CH2:13][CH2:12][CH2:11][CH2:10][CH2:9][CH2:8][C:7]1=[O:19].[CH3:20][OH:21]. Given the product [CH3:20][O:21][C:18](=[O:6])[CH2:17][CH2:16][CH2:15][CH2:14][CH2:13][CH2:12][CH2:11][CH2:10][CH2:9][CH2:8][CH2:7][OH:19], predict the reactants needed to synthesize it. (2) Given the product [CH3:39][O:38][C:4]1[C:3]([O:41][CH3:40])=[CH:2][CH:7]=[CH:6][C:5]=1[C:9]1[CH:14]=[CH:13][N:12]=[CH:11][C:10]=1[NH:15][CH3:32], predict the reactants needed to synthesize it. The reactants are: F[C:2]1[C:7](F)=[CH:6][C:5]([C:9]2[CH:14]=[CH:13][N:12]=[CH:11][C:10]=2[N:15]([CH2:32]CS(C)(=O)=O)C(=O)C2C=C(C(F)(F)F)N=C(C(F)(F)F)C=2)=[C:4]([O:38][CH3:39])[CH:3]=1.[CH3:40][O:41]C1C(OC)=CC=CC=1B(O)O.